Dataset: Full USPTO retrosynthesis dataset with 1.9M reactions from patents (1976-2016). Task: Predict the reactants needed to synthesize the given product. (1) Given the product [C:3]1([NH:22][C:17](=[O:18])[C:14]2[CH:15]=[CH:16][C:11]([Br:10])=[CH:12][CH:13]=2)[CH:8]=[CH:7][CH:6]=[CH:5][CH:4]=1, predict the reactants needed to synthesize it. The reactants are: C(N)C[C:3]1[CH:8]=[CH:7][CH:6]=[CH:5][CH:4]=1.[Br:10][C:11]1[CH:16]=[CH:15][C:14]([C:17](Cl)=[O:18])=[CH:13][CH:12]=1.C([N:22](CC)CC)C. (2) Given the product [NH2:8][C:5]1[CH:6]=[CH:7][C:2]([CH3:1])=[C:3]([NH:11][C:12]([C:14]2[CH:15]=[C:16]3[C:21](=[CH:22][CH:23]=2)[N:20]=[CH:19][NH:18][C:17]3=[O:24])=[O:13])[CH:4]=1, predict the reactants needed to synthesize it. The reactants are: [CH3:1][C:2]1[CH:7]=[CH:6][C:5]([N+:8]([O-])=O)=[CH:4][C:3]=1[NH:11][C:12]([C:14]1[CH:15]=[C:16]2[C:21](=[CH:22][CH:23]=1)[N:20]=[CH:19][NH:18][C:17]2=[O:24])=[O:13].